From a dataset of Catalyst prediction with 721,799 reactions and 888 catalyst types from USPTO. Predict which catalyst facilitates the given reaction. (1) Product: [Cl:1][C:2]1[C:7]([C:8]([O:10][CH2:11][CH3:12])=[O:9])=[CH:6][N:5]=[C:4]2[N:13]([S:25]([C:22]3[CH:23]=[CH:24][C:19]([CH3:18])=[CH:20][CH:21]=3)(=[O:27])=[O:26])[CH:14]=[CH:15][C:3]=12. The catalyst class is: 3. Reactant: [Cl:1][C:2]1[C:7]([C:8]([O:10][CH2:11][CH3:12])=[O:9])=[CH:6][N:5]=[C:4]2[NH:13][CH:14]=[CH:15][C:3]=12.[H-].[Na+].[CH3:18][C:19]1[CH:24]=[CH:23][C:22]([S:25](Cl)(=[O:27])=[O:26])=[CH:21][CH:20]=1. (2) Reactant: [Br:1][C:2]1[CH:3]=[C:4]2[C:9](=[CH:10][CH:11]=1)[NH:8][C@@H:7]([CH:12]1[CH2:14][CH2:13]1)[C@H:6]([CH3:15])[C@H:5]2[NH:16][C:17](=[O:26])[O:18][CH2:19][C:20]1[CH:25]=[CH:24][CH:23]=[CH:22][CH:21]=1.N1C=CC=CC=1.[C:33](Cl)(=[O:36])[CH2:34][CH3:35]. Product: [Br:1][C:2]1[CH:3]=[C:4]2[C:9](=[CH:10][CH:11]=1)[N:8]([C:33](=[O:36])[CH2:34][CH3:35])[C@@H:7]([CH:12]1[CH2:14][CH2:13]1)[C@H:6]([CH3:15])[C@H:5]2[NH:16][C:17](=[O:26])[O:18][CH2:19][C:20]1[CH:21]=[CH:22][CH:23]=[CH:24][CH:25]=1. The catalyst class is: 4.